From a dataset of Reaction yield outcomes from USPTO patents with 853,638 reactions. Predict the reaction yield, written as a fraction of the theoretical maximum amount of product (1.0 means a 100% yield; for example, 0.34 means a 34% yield). (1) The reactants are [NH2:1][C:2]1[NH:6][N:5]=[C:4]([NH:7][C:8]2[CH:13]=[CH:12][CH:11]=[C:10]([Cl:14])[CH:9]=2)[C:3]=1[C:15]#[N:16].[F:17][C:18]([F:35])([F:34])[C:19]1[CH:20]=[CH:21][C:22]([O:25][C:26]2[CH:33]=[CH:32][C:29]([CH:30]=O)=[CH:28][CH:27]=2)=[N:23][CH:24]=1. The catalyst is CCO.N1CCCCC1. The product is [Cl:14][C:10]1[CH:9]=[C:8]([NH:7][C:4]2[C:3]([C:15]#[N:16])=[C:2]([N:1]=[CH:30][C:29]3[CH:28]=[CH:27][C:26]([O:25][C:22]4[CH:21]=[CH:20][C:19]([C:18]([F:35])([F:17])[F:34])=[CH:24][N:23]=4)=[CH:33][CH:32]=3)[NH:6][N:5]=2)[CH:13]=[CH:12][CH:11]=1. The yield is 0.520. (2) The reactants are C(OP(C[C:10]1[CH:11]=[C:12]([CH:24]=[CH:25][CH:26]=1)[O:13][C:14]1[CH:19]=[CH:18][C:17]([C:20]([F:23])([F:22])[F:21])=[CH:16][N:15]=1)(OCC)=O)C.FC(F)(F)C1C=CC([O:35]C2C=C(C=C3CCC(C(O)=O)CC3)C=CC=2)=NC=1.ClC1C=CC=C(C(OO)=O)C=1.[CH2:65]([Cl:67])Cl. No catalyst specified. The product is [Cl:67][CH2:65][C:10]1[CH:11]=[C:12]([CH:24]=[CH:25][CH:26]=1)[O:13][C:14]1[CH:19]=[CH:18][C:17]([C:20]([F:23])([F:22])[F:21])=[CH:16][N+:15]=1[O-:35]. The yield is 0.420. (3) The reactants are [CH3:1][O:2][C:3]1[CH:8]=[CH:7][C:6]([N+:9]([O-])=O)=[CH:5][C:4]=1[NH:12][C:13]([NH:15][C:16]1[CH:21]=[N:20][CH:19]=[CH:18][N:17]=1)=[O:14]. The catalyst is CN(C)C=O.[Pd]. The product is [NH2:9][C:6]1[CH:7]=[CH:8][C:3]([O:2][CH3:1])=[C:4]([NH:12][C:13]([NH:15][C:16]2[CH:21]=[N:20][CH:19]=[CH:18][N:17]=2)=[O:14])[CH:5]=1. The yield is 0.130. (4) The reactants are Br[C:2]1[CH:3]=[CH:4][C:5]([F:15])=[C:6]([NH:8][C:9](=[O:14])[C:10]([F:13])([F:12])[F:11])[CH:7]=1.[CH3:16][Si:17]([C:20]#[CH:21])([CH3:19])[CH3:18].C(N(CC)CC)C. The product is [F:11][C:10]([F:13])([F:12])[C:9]([NH:8][C:6]1[CH:7]=[C:2]([C:21]#[C:20][Si:17]([CH3:19])([CH3:18])[CH3:16])[CH:3]=[CH:4][C:5]=1[F:15])=[O:14]. The catalyst is Cl[Pd](Cl)([P](C1C=CC=CC=1)(C1C=CC=CC=1)C1C=CC=CC=1)[P](C1C=CC=CC=1)(C1C=CC=CC=1)C1C=CC=CC=1.[Cu]I.C1COCC1. The yield is 0.840. (5) The reactants are [CH2:1]([O:8][C:9]([NH:11][C@@H:12]1[C:15](=[O:16])[NH:14][C@@H:13]1[CH2:17][N:18]1[CH:22](O)[CH2:21][N:20]([C:24]([O:26][C:27]([CH3:30])([CH3:29])[CH3:28])=[O:25])[C:19]1=[O:31])=[O:10])[C:2]1[CH:7]=[CH:6][CH:5]=[CH:4][CH:3]=1.CS(Cl)(=O)=O. The catalyst is C(Cl)Cl. The product is [CH2:1]([O:8][C:9]([NH:11][C@@H:12]1[C:15](=[O:16])[NH:14][C@@H:13]1[CH2:17][N:18]1[CH:22]=[CH:21][N:20]([C:24]([O:26][C:27]([CH3:29])([CH3:28])[CH3:30])=[O:25])[C:19]1=[O:31])=[O:10])[C:2]1[CH:7]=[CH:6][CH:5]=[CH:4][CH:3]=1. The yield is 0.650. (6) The product is [NH2:1][C:2]1[N:10]=[CH:9][N:8]=[C:7]2[C:3]=1[N:4]=[C:5]([S:24][C:25]1[C:33]([Br:34])=[CH:32][C:28]3[O:29][CH2:30][O:31][C:27]=3[CH:26]=1)[N:6]2[CH:11]1[CH2:12][CH2:13][N:14]([C:17]([O:19][C:20]([CH3:23])([CH3:22])[CH3:21])=[O:18])[CH2:15][CH2:16]1. The yield is 0.860. The catalyst is C(O)(=O)C. The reactants are [NH2:1][C:2]1[N:10]=[CH:9][N:8]=[C:7]2[C:3]=1[N:4]=[C:5]([S:24][C:25]1[CH:33]=[CH:32][C:28]3[O:29][CH2:30][O:31][C:27]=3[CH:26]=1)[N:6]2[CH:11]1[CH2:16][CH2:15][N:14]([C:17]([O:19][C:20]([CH3:23])([CH3:22])[CH3:21])=[O:18])[CH2:13][CH2:12]1.[Br:34]Br. (7) The reactants are FC(F)(F)S(O[C:7]1[CH:12]=[CH:11][CH:10]=[C:9]([N+:13]([O-:15])=[O:14])[C:8]=1[C:16]#[N:17])(=O)=O.[B-](F)(F)(F)[C:21]([CH3:23])=[CH2:22].[K+].C(=O)([O-])[O-].[Cs+].[Cs+]. The catalyst is C1COCC1.O.CCOC(C)=O.[Pd+2].ClC1C=C[C-](P(C2C=CC=CC=2)C2C=CC=CC=2)C=1Cl.[C-]1(P(C2C=CC=CC=2)C2C=CC=CC=2)C=CC=C1.[Fe+2]. The product is [N+:13]([C:9]1[CH:10]=[CH:11][CH:12]=[C:7]([C:21]([CH3:23])=[CH2:22])[C:8]=1[C:16]#[N:17])([O-:15])=[O:14]. The yield is 0.490. (8) The reactants are [CH3:1][C:2](C)([O-])[CH3:3].[K+].[O:7]([CH2:11][CH2:12][OH:13])[CH2:8][CH2:9][OH:10].C(Br)C#C. The catalyst is C1COCC1.C1(C)C=CC=CC=1.[Cl-].[Na+].O.O. The product is [CH2:3]([O:10][CH2:9][CH2:8][O:7][CH2:11][CH2:12][OH:13])[C:2]#[CH:1]. The yield is 0.300. (9) The reactants are [CH3:1][N:2]1[CH2:6][CH2:5][CH2:4][CH:3]1[CH2:7][CH2:8][OH:9].[Cl:10][C:11]1[CH:12]=[C:13]([CH:26]=[CH:27][C:28]=1[O:29][CH2:30][C:31]1[CH:36]=[CH:35][CH:34]=[C:33]([F:37])[CH:32]=1)[NH:14][C:15]1[C:24]2[C:19](=[CH:20][CH:21]=[CH:22][C:23]=2F)[N:18]=[CH:17][N:16]=1. The yield is 0.220. No catalyst specified. The product is [Cl:10][C:11]1[CH:12]=[C:13]([CH:26]=[CH:27][C:28]=1[O:29][CH2:30][C:31]1[CH:36]=[CH:35][CH:34]=[C:33]([F:37])[CH:32]=1)[NH:14][C:15]1[C:24]2[C:19](=[CH:20][CH:21]=[CH:22][C:23]=2[O:9][CH2:8][CH2:7][CH:3]2[CH2:4][CH2:5][CH2:6][N:2]2[CH3:1])[N:18]=[CH:17][N:16]=1.